From a dataset of Forward reaction prediction with 1.9M reactions from USPTO patents (1976-2016). Predict the product of the given reaction. (1) Given the reactants [CH:1]1([NH:4][C:5]([NH:7][C:8]2[CH:13]=[CH:12][C:11]([C:14]3[N:15]=[C:16]([N:23]4[CH2:28][CH2:27][O:26][CH2:25][C@@H:24]4[CH3:29])[C:17]4[CH2:22][NH:21][CH2:20][C:18]=4[N:19]=3)=[CH:10][CH:9]=2)=[O:6])[CH2:3][CH2:2]1.Cl.C(N(CC)CC)C.O=[CH:39][CH2:40][CH2:41][C:42]([OH:44])=[O:43].C(O[BH-](OC(=O)C)OC(=O)C)(=O)C.[Na+], predict the reaction product. The product is: [CH:1]1([NH:4][C:5](=[O:6])[NH:7][C:8]2[CH:9]=[CH:10][C:11]([C:14]3[N:15]=[C:16]([N:23]4[CH2:28][CH2:27][O:26][CH2:25][C@@H:24]4[CH3:29])[C:17]4[CH2:22][N:21]([CH2:39][CH2:40][CH2:41][C:42]([OH:44])=[O:43])[CH2:20][C:18]=4[N:19]=3)=[CH:12][CH:13]=2)[CH2:2][CH2:3]1. (2) Given the reactants C(OC([NH:11][C@H:12]1[CH2:17][CH2:16][CH2:15][C@@H:14]([C:18]([O:20][CH2:21][CH3:22])=[O:19])[CH2:13]1)=O)C1C=CC=CC=1, predict the reaction product. The product is: [NH2:11][C@H:12]1[CH2:17][CH2:16][CH2:15][C@@H:14]([C:18]([O:20][CH2:21][CH3:22])=[O:19])[CH2:13]1.